From a dataset of Catalyst prediction with 721,799 reactions and 888 catalyst types from USPTO. Predict which catalyst facilitates the given reaction. (1) Reactant: [N:1]1([CH2:7][CH2:8][CH2:9][O:10][C:11]2[CH:18]=[CH:17][C:14]([CH:15]=O)=[CH:13][CH:12]=2)[CH2:6][CH2:5][CH2:4][CH2:3][CH2:2]1.[ClH:19].[CH3:20][NH:21][CH3:22].C(O[BH-](OC(=O)C)OC(=O)C)(=O)C.[Na+].[OH-].[Na+].ClC[CH2:41][Cl:42]. Product: [NH3:1].[CH2:41]([Cl:42])[Cl:19].[CH3:20][N:21]([CH3:22])[CH2:15][C:14]1[CH:17]=[CH:18][C:11]([O:10][CH2:9][CH2:8][CH2:7][N:1]2[CH2:6][CH2:5][CH2:4][CH2:3][CH2:2]2)=[CH:12][CH:13]=1. The catalyst class is: 15. (2) Reactant: [CH3:1][C@H:2]1[CH2:7][N:6]([C:8]2[CH:9]=[N:10][C:11]([N+:14]([O-])=O)=[CH:12][CH:13]=2)[CH2:5][CH2:4][N:3]1[C:17]([O:19][C:20]([CH3:23])([CH3:22])[CH3:21])=[O:18]. Product: [NH2:14][C:11]1[N:10]=[CH:9][C:8]([N:6]2[CH2:5][CH2:4][N:3]([C:17]([O:19][C:20]([CH3:23])([CH3:22])[CH3:21])=[O:18])[C@@H:2]([CH3:1])[CH2:7]2)=[CH:13][CH:12]=1. The catalyst class is: 19. (3) Reactant: C(OC([N:8]1[CH:12]=[CH:11][C:10]([NH:13][S:14]([C:17]2[CH:22]=[C:21]([Br:23])[CH:20]=[CH:19][C:18]=2[O:24][CH3:25])(=[O:16])=[O:15])=[N:9]1)=O)(C)(C)C. Product: [Br:23][C:21]1[CH:20]=[CH:19][C:18]([O:24][CH3:25])=[C:17]([S:14]([NH:13][C:10]2[CH:11]=[CH:12][NH:8][N:9]=2)(=[O:15])=[O:16])[CH:22]=1. The catalyst class is: 33. (4) Reactant: [CH:1]([C:3]1[CH:11]=[CH:10][C:6]([C:7]([OH:9])=O)=[CH:5][CH:4]=1)=O.Cl.C([NH:23][CH2:24][CH2:25][CH2:26][CH2:27][NH2:28])(OCC1C=CC=CC=1)=O.C1CCC(N=C=NC2CCCCC2)CC1.C1C=CC2N(O)N=NC=2C=1.[Br-].[CH:55]1([C:61]2[CH:66]=[CH:65][CH:64]=[CH:63][C:62]=2[P+](C)(C2C=CC=CC=2)C2C=CC=CC=2)CCCCC1. Product: [NH2:23][CH2:24][CH2:25][CH2:26][CH2:27][NH:28][C:7](=[O:9])[C:6]1[CH:5]=[CH:4][C:3]([CH2:1][CH2:55][CH:61]2[CH2:62][CH2:63][CH2:64][CH2:65][CH2:66]2)=[CH:11][CH:10]=1. The catalyst class is: 2.